From a dataset of Full USPTO retrosynthesis dataset with 1.9M reactions from patents (1976-2016). Predict the reactants needed to synthesize the given product. (1) Given the product [N:16]1[CH:17]=[CH:18][CH:19]=[CH:20][C:15]=1[CH2:14][CH2:13][N:12]1[CH2:1][C:3]2[C:4](=[CH:8][CH:9]=[CH:10][CH:11]=2)[C:5]1=[O:7], predict the reactants needed to synthesize it. The reactants are: [CH:1]([C:3]1[CH:11]=[CH:10][CH:9]=[CH:8][C:4]=1[C:5]([OH:7])=O)=O.[NH2:12][CH2:13][CH2:14][C:15]1[CH:20]=[CH:19][CH:18]=[CH:17][N:16]=1.C(O[BH-](OC(=O)C)OC(=O)C)(=O)C.[Na+].C(=O)([O-])[O-].[K+].[K+]. (2) Given the product [O:35]1[CH2:36][CH:34]1[CH2:33][N:7]([C:1]1[CH:2]=[CH:3][CH:4]=[CH:5][CH:6]=1)[N:8]=[CH:9][C:10]1[CH:11]=[CH:12][C:13]2[N:14]([CH2:23][CH3:24])[C:15]3[C:20]([C:21]=2[CH:22]=1)=[CH:19][CH:18]=[CH:17][CH:16]=3, predict the reactants needed to synthesize it. The reactants are: [C:1]1([NH:7][N:8]=[CH:9][C:10]2[CH:11]=[CH:12][C:13]3[N:14]([CH2:23][CH3:24])[C:15]4[C:20]([C:21]=3[CH:22]=2)=[CH:19][CH:18]=[CH:17][CH:16]=4)[CH:6]=[CH:5][CH:4]=[CH:3][CH:2]=1.[OH-].[K+].C(=O)([O-])[O-].[K+].[K+].[CH3:33][C:34]([CH3:36])=[O:35]. (3) Given the product [NH2:15][C:10]1[O:11][CH2:12][C@H:13]([F:14])[C@:8]([C:6]2[CH:7]=[C:2]([NH:1][C:24]([C:23]3[CH:22]=[C:21]([CH3:27])[O:20][C:19]=3[CH3:18])=[O:25])[CH:3]=[CH:4][C:5]=2[F:17])([CH3:16])[N:9]=1, predict the reactants needed to synthesize it. The reactants are: [NH2:1][C:2]1[CH:3]=[CH:4][C:5]([F:17])=[C:6]([C@:8]2([CH3:16])[C@@H:13]([F:14])[CH2:12][O:11][C:10]([NH2:15])=[N:9]2)[CH:7]=1.[CH3:18][C:19]1[O:20][C:21]([CH3:27])=[CH:22][C:23]=1[C:24](O)=[O:25]. (4) Given the product [F:1][C:2]([C:5]1[N:6]=[C:7]([CH2:10][N:11]2[N:15]=[C:14]([NH:16][C:25]([C:23]3[N:24]=[C:20]([CH:17]4[CH2:18][CH2:19]4)[O:21][C:22]=3[C:28]3[CH:29]=[CH:30][CH:31]=[CH:32][CH:33]=3)=[O:26])[CH:13]=[N:12]2)[S:8][CH:9]=1)([F:4])[CH3:3], predict the reactants needed to synthesize it. The reactants are: [F:1][C:2]([C:5]1[N:6]=[C:7]([CH2:10][N:11]2[N:15]=[C:14]([NH2:16])[CH:13]=[N:12]2)[S:8][CH:9]=1)([F:4])[CH3:3].[CH:17]1([C:20]2[O:21][C:22]([C:28]3[CH:33]=[CH:32][CH:31]=[CH:30][CH:29]=3)=[C:23]([C:25](O)=[O:26])[N:24]=2)[CH2:19][CH2:18]1. (5) Given the product [Br:1][C:2]1[CH:11]=[CH:10][C:9]2[O:8][C:7]3([CH3:16])[CH2:12][CH2:13][O:14][CH2:15][CH:6]3[C:5](=[CH2:18])[C:4]=2[CH:3]=1, predict the reactants needed to synthesize it. The reactants are: [Br:1][C:2]1[CH:11]=[CH:10][C:9]2[O:8][C:7]3([CH3:16])[CH2:12][CH2:13][O:14][CH2:15][CH:6]3[C:5](=O)[C:4]=2[CH:3]=1.[C:18]1(C)C=CC=CC=1.